Predict the product of the given reaction. From a dataset of Forward reaction prediction with 1.9M reactions from USPTO patents (1976-2016). (1) Given the reactants [Cl:1][C:2]1[CH:3]=[CH:4][C:5]([O:22][CH3:23])=[C:6]([CH:8]([NH:10][C:11]2[CH:16]=[C:15](F)[CH:14]=[CH:13][C:12]=2[S:18]([CH3:21])(=[O:20])=[O:19])[CH3:9])[CH:7]=1.[NH:24]1[CH2:29][CH2:28][NH:27][CH2:26][CH2:25]1.C(N(CC)C(C)C)(C)C, predict the reaction product. The product is: [ClH:1].[Cl:1][C:2]1[CH:3]=[CH:4][C:5]([O:22][CH3:23])=[C:6]([CH:8]([NH:10][C:11]2[CH:16]=[C:15]([N:24]3[CH2:29][CH2:28][NH:27][CH2:26][CH2:25]3)[CH:14]=[CH:13][C:12]=2[S:18]([CH3:21])(=[O:20])=[O:19])[CH3:9])[CH:7]=1. (2) Given the reactants [Cl:1][C:2]1[C:10]2[N:6]([C:7]([CH2:22][CH2:23][O:24]C)=[CH:8][C:9]=2[C:11]([NH:13][CH2:14][CH:15]2[CH2:21][CH2:20][CH2:19][CH2:18][CH2:17][CH2:16]2)=[O:12])[CH:5]=[CH:4][CH:3]=1.C1OCCOCCOCCOCCOC1.[Na+].[I-].B(Br)(Br)Br, predict the reaction product. The product is: [Cl:1][C:2]1[C:10]2[N:6]([C:7]([CH2:22][CH2:23][OH:24])=[CH:8][C:9]=2[C:11]([NH:13][CH2:14][CH:15]2[CH2:16][CH2:17][CH2:18][CH2:19][CH2:20][CH2:21]2)=[O:12])[CH:5]=[CH:4][CH:3]=1. (3) Given the reactants [F:1][C:2]1[CH:3]=[C:4](O)[CH:5]=[CH:6][CH:7]=1.[H-].[Na+].[NH2:11][C:12]1[N:17]2[N:18]=[C:19]([C:21]3[O:22][CH:23]=[CH:24][CH:25]=3)[N:20]=[C:16]2[N:15]=[C:14]([N:26]2[CH2:31][CH2:30][N:29]3[CH2:32][CH:33]([CH2:36][O:37]S(C)(=O)=O)[CH2:34][CH2:35][CH:28]3[CH2:27]2)[N:13]=1, predict the reaction product. The product is: [F:1][C:2]1[CH:3]=[CH:4][CH:5]=[CH:6][C:7]=1[O:37][CH2:36][CH:33]1[CH2:32][N:29]2[CH2:30][CH2:31][N:26]([C:14]3[N:13]=[C:12]([NH2:11])[N:17]4[N:18]=[C:19]([C:21]5[O:22][CH:23]=[CH:24][CH:25]=5)[N:20]=[C:16]4[N:15]=3)[CH2:27][CH:28]2[CH2:35][CH2:34]1. (4) The product is: [Cl:1][C:2]1[CH:7]=[CH:6][C:5]([NH:8][C:9](=[O:27])[CH2:10][CH2:11][C:12]2[CH:17]=[CH:16][C:15]([O:18][C:19]3[CH:24]=[CH:23][N:22]=[C:21]([C:25]4[N:36]=[N:37][NH:38][N:26]=4)[CH:20]=3)=[CH:14][CH:13]=2)=[CH:4][C:3]=1[C:28]([F:31])([F:29])[F:30]. Given the reactants [Cl:1][C:2]1[CH:7]=[CH:6][C:5]([NH:8][C:9](=[O:27])[CH2:10][CH2:11][C:12]2[CH:17]=[CH:16][C:15]([O:18][C:19]3[CH:24]=[CH:23][N:22]=[C:21]([C:25]#[N:26])[CH:20]=3)=[CH:14][CH:13]=2)=[CH:4][C:3]=1[C:28]([F:31])([F:30])[F:29].[Cl-].[Cl-].[Cl-].[Al+3].[N-:36]=[N+:37]=[N-:38].[Na+], predict the reaction product. (5) Given the reactants [Br:1][C:2]1[C:11]2[C:6](=[CH:7][CH:8]=[CH:9][CH:10]=2)[C:5](=O)[NH:4][CH:3]=1.P12(SP3(SP(SP(S3)(S1)=S)(=S)S2)=S)=[S:14].O, predict the reaction product. The product is: [Br:1][C:2]1[C:11]2[C:6](=[CH:7][CH:8]=[CH:9][CH:10]=2)[C:5](=[S:14])[NH:4][CH:3]=1. (6) Given the reactants [NH2:1][CH2:2][C:3]([C:6]1[NH:7][C:8]([C:21]2[CH:26]=[CH:25][N:24]=[CH:23][CH:22]=2)=[C:9]([C:11]2[CH:12]=[C:13]3[C:17](=[CH:18][CH:19]=2)[C:16](=[O:20])[CH2:15][CH2:14]3)[N:10]=1)([CH3:5])[CH3:4].[CH3:27][S:28](Cl)(=[O:30])=[O:29].C(OCC)(=O)C, predict the reaction product. The product is: [CH3:4][C:3]([C:6]1[NH:10][C:9]([C:11]2[CH:12]=[C:13]3[C:17](=[CH:18][CH:19]=2)[C:16](=[O:20])[CH2:15][CH2:14]3)=[C:8]([C:21]2[CH:22]=[CH:23][N:24]=[CH:25][CH:26]=2)[N:7]=1)([CH3:5])[CH2:2][NH:1][S:28]([CH3:27])(=[O:30])=[O:29].